Dataset: Forward reaction prediction with 1.9M reactions from USPTO patents (1976-2016). Task: Predict the product of the given reaction. Given the reactants [S:1]1[CH:5]=[CH:4][CH:3]=[C:2]1[CH2:6][CH2:7][CH2:8][N:9]1[CH2:14][CH2:13][N:12](C(OC(C)(C)C)=O)[CH2:11][CH2:10]1.C(OCC)(=O)C.Cl, predict the reaction product. The product is: [S:1]1[CH:5]=[CH:4][CH:3]=[C:2]1[CH2:6][CH2:7][CH2:8][N:9]1[CH2:14][CH2:13][NH:12][CH2:11][CH2:10]1.